From a dataset of Reaction yield outcomes from USPTO patents with 853,638 reactions. Predict the reaction yield, written as a fraction of the theoretical maximum amount of product (1.0 means a 100% yield; for example, 0.34 means a 34% yield). (1) The reactants are Br[C:2]1[CH:3]=[C:4]([N+:9]([O-:11])=[O:10])[C:5]([NH2:8])=[N:6][CH:7]=1.[CH3:12][C:13]([O:16][C:17]([N:19]1[CH2:25][C:24]2[CH:26]=[C:27](B(O)O)[CH:28]=[CH:29][C:23]=2[O:22][CH2:21][CH2:20]1)=[O:18])([CH3:15])[CH3:14].C(=O)([O-])[O-].[Cs+].[Cs+]. The catalyst is O1CCOCC1.O. The product is [NH2:8][C:5]1[N:6]=[CH:7][C:2]([C:27]2[CH:28]=[CH:29][C:23]3[O:22][CH2:21][CH2:20][N:19]([C:17]([O:16][C:13]([CH3:14])([CH3:12])[CH3:15])=[O:18])[CH2:25][C:24]=3[CH:26]=2)=[CH:3][C:4]=1[N+:9]([O-:11])=[O:10]. The yield is 0.940. (2) The reactants are [CH3:1][NH2:2].CO.[S:5]1[CH:9]=[C:8]([CH:10]=O)[C:7]2[CH:12]=[CH:13][CH:14]=[CH:15][C:6]1=2.CC(O)=O. No catalyst specified. The product is [CH3:1][NH:2][CH2:10][C:8]1[C:7]2[CH:12]=[CH:13][CH:14]=[CH:15][C:6]=2[S:5][CH:9]=1. The yield is 0.480.